From a dataset of Catalyst prediction with 721,799 reactions and 888 catalyst types from USPTO. Predict which catalyst facilitates the given reaction. (1) The catalyst class is: 9. Reactant: [CH3:1][O:2][CH2:3][CH2:4][NH2:5].[C:6]([O:10][C:11](=[O:33])[NH:12][C@@H:13]1[CH2:18][CH2:17][CH2:16][N:15]([C:19](=[O:32])[C:20]2[CH:25]=[C:24]([N+:26]([O-:28])=[O:27])[C:23](Cl)=[C:22]([O:30][CH3:31])[CH:21]=2)[CH2:14]1)([CH3:9])([CH3:8])[CH3:7]. Product: [C:6]([O:10][C:11](=[O:33])[NH:12][C@@H:13]1[CH2:18][CH2:17][CH2:16][N:15]([C:19](=[O:32])[C:20]2[CH:25]=[C:24]([N+:26]([O-:28])=[O:27])[C:23]([NH:5][CH2:4][CH2:3][O:2][CH3:1])=[C:22]([O:30][CH3:31])[CH:21]=2)[CH2:14]1)([CH3:9])([CH3:7])[CH3:8]. (2) Reactant: [CH2:1]([S:3]([C:6]1[CH:7]=[C:8]([C:12]2[CH:20]=[C:19]([C:21]([OH:23])=O)[C:18]([CH3:24])=[C:17]3[C:13]=2[C:14]2[CH:28]=[C:27]([CH3:29])[CH:26]=[N:25][C:15]=2[NH:16]3)[CH:9]=[CH:10][CH:11]=1)(=[O:5])=[O:4])[CH3:2].[CH3:30][N:31]([CH3:35])[CH2:32][CH2:33][NH2:34].CN(C(ON1N=NC2C=CC=NC1=2)=[N+](C)C)C.F[P-](F)(F)(F)(F)F.C(N(CC)CC)C. Product: [CH3:30][N:31]([CH3:35])[CH2:32][CH2:33][NH:34][C:21]([C:19]1[C:18]([CH3:24])=[C:17]2[C:13]([C:14]3[CH:28]=[C:27]([CH3:29])[CH:26]=[N:25][C:15]=3[NH:16]2)=[C:12]([C:8]2[CH:9]=[CH:10][CH:11]=[C:6]([S:3]([CH2:1][CH3:2])(=[O:5])=[O:4])[CH:7]=2)[CH:20]=1)=[O:23]. The catalyst class is: 3. (3) Reactant: [C:1]([C:5]1[CH:11]=[C:10]([C:12]([CH3:15])([CH3:14])[CH3:13])[CH:9]=[C:7]([OH:8])[C:6]=1[OH:16])([CH3:4])([CH3:3])[CH3:2].[CH2:17]1[CH2:21]OCC1.[H-].[Na+].[CH2:24]([N:26]([CH2:30][CH3:31])[C:27](Cl)=[O:28])[CH3:25]. Product: [CH2:24]([N:26]([CH2:21][CH3:17])[C:27](=[O:28])[O:8][C:7]1[CH:9]=[C:10]([C:12]([CH3:15])([CH3:14])[CH3:13])[CH:11]=[C:5]([C:1]([CH3:4])([CH3:3])[CH3:2])[C:6]=1[O:16][C:27](=[O:28])[N:26]([CH2:30][CH3:31])[CH2:24][CH3:25])[CH3:25]. The catalyst class is: 6. (4) Reactant: [C:1]([O:5][C:6](=[O:33])[C:7]1[CH:19]=[C:18]([O:20][CH2:21][CH2:22][CH2:23][CH2:24][CH2:25][CH2:26][CH2:27][CH2:28][CH2:29][C:30]([OH:32])=[O:31])[CH:17]=[C:9]([C:10]([O:12][C:13]([CH3:16])([CH3:15])[CH3:14])=[O:11])[CH:8]=1)([CH3:4])([CH3:3])[CH3:2].[B-](F)(F)(F)F.CN(C(O[N:47]1[C:52](=[O:53])[CH2:51][CH2:50][C:48]1=[O:49])=[N+](C)C)C.CCN(C(C)C)C(C)C. Product: [C:1]([O:5][C:6](=[O:33])[C:7]1[CH:19]=[C:18]([O:20][CH2:21][CH2:22][CH2:23][CH2:24][CH2:25][CH2:26][CH2:27][CH2:28][CH2:29][C:30]([O:32][N:47]2[C:52](=[O:53])[CH2:51][CH2:50][C:48]2=[O:49])=[O:31])[CH:17]=[C:9]([C:10]([O:12][C:13]([CH3:16])([CH3:15])[CH3:14])=[O:11])[CH:8]=1)([CH3:2])([CH3:3])[CH3:4]. The catalyst class is: 1. (5) Reactant: [C:1]([NH:14][C@H:15]([C:21]([OH:23])=[O:22])[CH2:16][CH2:17][C:18]([OH:20])=[O:19])(=[O:13])[CH2:2][CH2:3][CH2:4][CH2:5][CH2:6][CH2:7][CH2:8][CH2:9][CH2:10][CH2:11][CH3:12].[C:24]([O-:27])(=[O:26])[CH3:25].[Zn+2:28].[C:29]([O-:32])(=[O:31])[CH3:30]. Product: [C:1]([NH:14][C@H:15]([C:21]([OH:23])=[O:22])[CH2:16][CH2:17][C:18]([OH:20])=[O:19])(=[O:13])[CH2:2][CH2:3][CH2:4][CH2:5][CH2:6][CH2:7][CH2:8][CH2:9][CH2:10][CH2:11][CH3:12].[C:24]([O-:27])(=[O:26])[CH3:25].[Zn+2:28].[C:29]([O-:32])(=[O:31])[CH3:30].[Zn:28]. The catalyst class is: 8. (6) Reactant: [F:1][C:2]1[CH:3]=[C:4]([CH:7]=[C:8]([F:11])[C:9]=1F)[CH:5]=[O:6].[N:12]1([C:18]([O:20][C:21]([CH3:24])([CH3:23])[CH3:22])=[O:19])[CH2:17][CH2:16][NH:15][CH2:14][CH2:13]1.C([O-])([O-])=O.[K+].[K+]. Product: [F:11][C:8]1[CH:7]=[C:4]([CH:5]=[O:6])[CH:3]=[C:2]([F:1])[C:9]=1[N:15]1[CH2:14][CH2:13][N:12]([C:18]([O:20][C:21]([CH3:24])([CH3:23])[CH3:22])=[O:19])[CH2:17][CH2:16]1. The catalyst class is: 16. (7) Reactant: Br[C:2]1[CH:10]=[C:9]2[C:5]([CH:6]=[CH:7][N:8]2[Si:11]([CH:18]([CH3:20])[CH3:19])([CH:15]([CH3:17])[CH3:16])[CH:12]([CH3:14])[CH3:13])=[CH:4][CH:3]=1.C([Li])(C)(C)C.CCCCC.[C:31]1([S:37](F)(=[O:39])=[O:38])[CH:36]=[CH:35][CH:34]=[CH:33][CH:32]=1. Product: [C:31]1([S:37]([C:2]2[CH:10]=[C:9]3[C:5]([CH:6]=[CH:7][N:8]3[Si:11]([CH:18]([CH3:20])[CH3:19])([CH:15]([CH3:17])[CH3:16])[CH:12]([CH3:14])[CH3:13])=[CH:4][CH:3]=2)(=[O:39])=[O:38])[CH:36]=[CH:35][CH:34]=[CH:33][CH:32]=1. The catalyst class is: 1. (8) Reactant: [NH2:1][C:2]1[NH:7][C:6](=[O:8])[N:5]([CH2:9][C:10]2[CH:15]=[CH:14][CH:13]=[CH:12][C:11]=2[F:16])[C:4](=[O:17])[CH:3]=1.Cl.[N:19]([O-])=[O:20].[Na+].[OH-].[NH4+]. Product: [NH2:1][C:2]1[NH:7][C:6](=[O:8])[N:5]([CH2:9][C:10]2[CH:15]=[CH:14][CH:13]=[CH:12][C:11]=2[F:16])[C:4](=[O:17])[C:3]=1[N:19]=[O:20]. The catalyst class is: 6. (9) Reactant: [CH:1]1([NH2:6])[CH2:5][CH2:4][CH2:3][CH2:2]1.N1C=CC=CC=1.Cl[C:14]([O:16][C:17]1[CH:22]=[CH:21][CH:20]=[CH:19][CH:18]=1)=[O:15]. Product: [CH:1]1([NH:6][C:14](=[O:15])[O:16][C:17]2[CH:22]=[CH:21][CH:20]=[CH:19][CH:18]=2)[CH2:5][CH2:4][CH2:3][CH2:2]1. The catalyst class is: 7.